This data is from Retrosynthesis with 50K atom-mapped reactions and 10 reaction types from USPTO. The task is: Predict the reactants needed to synthesize the given product. (1) Given the product CCCCOc1ccc(NCCCN(C)CCc2ccc(OC)c(OC)c2)cc1, predict the reactants needed to synthesize it. The reactants are: CCCCOc1ccc(NC(=O)CCN(C)CCc2ccc(OC)c(OC)c2)cc1. (2) Given the product CCOC(OCC)c1ccc(C=Nc2cccc3c2COC3=O)cc1, predict the reactants needed to synthesize it. The reactants are: CCOC(OCC)c1ccc(C=O)cc1.Nc1cccc2c1COC2=O.